From a dataset of Peptide-MHC class II binding affinity with 134,281 pairs from IEDB. Regression. Given a peptide amino acid sequence and an MHC pseudo amino acid sequence, predict their binding affinity value. This is MHC class II binding data. (1) The peptide sequence is IEEAPEMPALYEKKL. The MHC is DRB1_0801 with pseudo-sequence DRB1_0801. The binding affinity (normalized) is 0.235. (2) The peptide sequence is AATGAATAATGGYKV. The MHC is DRB1_1201 with pseudo-sequence DRB1_1201. The binding affinity (normalized) is 0. (3) The peptide sequence is QASPDLLRGLLSTFI. The MHC is DRB1_0404 with pseudo-sequence DRB1_0404. The binding affinity (normalized) is 0.449. (4) The peptide sequence is CLMMMLPATLAFHLT. The binding affinity (normalized) is 0.936. The MHC is DRB1_1501 with pseudo-sequence DRB1_1501. (5) The MHC is DRB4_0101 with pseudo-sequence DRB4_0103. The binding affinity (normalized) is 0.547. The peptide sequence is NSLLFIPDIKLAIDN. (6) The peptide sequence is DEAHFLDPASIAARG. The binding affinity (normalized) is 0.289. The MHC is DRB3_0301 with pseudo-sequence DRB3_0301.